From a dataset of Reaction yield outcomes from USPTO patents with 853,638 reactions. Predict the reaction yield, written as a fraction of the theoretical maximum amount of product (1.0 means a 100% yield; for example, 0.34 means a 34% yield). (1) The yield is 0.690. The catalyst is C1COCC1.CCOC(C)=O. The product is [Cl:1][C:2]1[CH:7]=[CH:6][C:5]([C:8]2[CH:13]=[CH:12][N:11]3[C:14](=[O:17])[N:15]([CH2:25][C:26]4[C:27]([CH3:37])=[N+:28]([O-:36])[C:29]([C:32]([F:35])([F:33])[F:34])=[CH:30][CH:31]=4)[N:16]=[C:10]3[C:9]=2[C:18]2[CH:19]=[CH:20][N:21]=[CH:22][CH:23]=2)=[CH:4][CH:3]=1. The reactants are [Cl:1][C:2]1[CH:7]=[CH:6][C:5]([C:8]2[CH:13]=[CH:12][N:11]3[C:14](=[O:17])[NH:15][N:16]=[C:10]3[C:9]=2[C:18]2[CH:23]=[CH:22][N:21]=[CH:20][CH:19]=2)=[CH:4][CH:3]=1.O[CH2:25][C:26]1[C:27]([CH3:37])=[N+:28]([O-:36])[C:29]([C:32]([F:35])([F:34])[F:33])=[CH:30][CH:31]=1.C1C=CC(P(C2C=CC=CC=2)C2C=CC=CC=2)=CC=1.CCOC(/N=N/C(OCC)=O)=O.C1(C)C=CC=CC=1. (2) The reactants are C(OC([N:11]1[CH2:16][CH2:15][N:14]([C:17]([CH3:21])([CH3:20])[CH2:18][F:19])[CH2:13][CH2:12]1)=O)C1C=CC=CC=1. The catalyst is C(O)C.[OH-].[OH-].[Pd+2]. The product is [CH3:21][C:17]([N:14]1[CH2:13][CH2:12][NH:11][CH2:16][CH2:15]1)([CH3:20])[CH2:18][F:19]. The yield is 0.660. (3) The reactants are [NH2:1][C:2]1[N:11]=[C:10]2[C:5]([C:6](=[O:15])[CH:7]=[C:8]([CH:12]([CH3:14])[CH3:13])[NH:9]2)=[CH:4][CH:3]=1.Br[CH2:17][C:18](=O)[C:19]([O:21][CH2:22][CH3:23])=[O:20].C(OCC)(=O)C. The catalyst is CN(C=O)C. The product is [CH3:14][CH:12]([C:8]1[NH:9][C:10]2[N:11]3[CH:17]=[C:18]([C:19]([O:21][CH2:22][CH3:23])=[O:20])[N:1]=[C:2]3[CH:3]=[CH:4][C:5]=2[C:6](=[O:15])[CH:7]=1)[CH3:13]. The yield is 0.190.